Dataset: Forward reaction prediction with 1.9M reactions from USPTO patents (1976-2016). Task: Predict the product of the given reaction. (1) Given the reactants C([C:3]1[CH:25]=[CH:24][C:6]([C:7]([NH:9][C:10]2[CH:15]=[CH:14][CH:13]=[CH:12][C:11]=2[NH:16][C:17](=[O:23])[O:18][C:19]([CH3:22])([CH3:21])[CH3:20])=[O:8])=[CH:5][CH:4]=1)=O.C1(P(=[CH:45][CH:46]=[O:47])(C2C=CC=CC=2)C2C=CC=CC=2)C=CC=CC=1.[C:48]1(C)C=CC=CC=1, predict the reaction product. The product is: [O:47]=[CH:46][CH:45]=[CH:48][C:3]1[CH:25]=[CH:24][C:6]([C:7]([NH:9][C:10]2[CH:15]=[CH:14][CH:13]=[CH:12][C:11]=2[NH:16][C:17](=[O:23])[O:18][C:19]([CH3:20])([CH3:21])[CH3:22])=[O:8])=[CH:5][CH:4]=1. (2) Given the reactants S(Cl)(Cl)=O.[CH:5]12[CH2:15][CH:14]3[CH:12]4[CH:13]3[CH:6]1[CH:7]1[CH:10]([CH:11]24)[C:9](=[O:16])[NH:8]1.[F:17][C:18]1[CH:25]=[CH:24][C:21]([CH:22]=O)=[CH:20][CH:19]=1.[C:26]([O-])(=[O:28])[CH3:27].[Na+].C([BH3-])#N.[Na+], predict the reaction product. The product is: [F:17][C:18]1[CH:25]=[CH:24][C:21]([CH2:22][NH:8][C@H:7]2[CH:6]3[CH:5]4[CH2:15][CH:14]5[CH:13]3[CH:12]5[CH:11]4[C@H:10]2[C:9]([O:28][CH2:26][CH3:27])=[O:16])=[CH:20][CH:19]=1.